This data is from Full USPTO retrosynthesis dataset with 1.9M reactions from patents (1976-2016). The task is: Predict the reactants needed to synthesize the given product. (1) Given the product [CH3:11][N:12]([CH3:21])[C:13]1[CH:20]=[CH:19][C:16](/[CH:17]=[CH:1]/[C:2]([C:4]2[CH:9]=[CH:8][C:7]([OH:10])=[CH:6][CH:5]=2)=[O:3])=[CH:15][CH:14]=1, predict the reactants needed to synthesize it. The reactants are: [CH3:1][C:2]([C:4]1[CH:5]=[CH:6][C:7]([OH:10])=[CH:8][CH:9]=1)=[O:3].[CH3:11][N:12]([CH3:21])[C:13]1[CH:20]=[CH:19][C:16]([CH:17]=O)=[CH:15][CH:14]=1.[OH-].[K+]. (2) Given the product [C:13]([O:17][C:18]([N:20]1[CH2:24][CH2:23][CH:22]([N:10]2[CH2:9][CH2:8][CH:7]([C:1]3[CH:6]=[CH:5][CH:4]=[CH:3][CH:2]=3)[CH2:12][CH2:11]2)[CH2:21]1)=[O:19])([CH3:16])([CH3:14])[CH3:15], predict the reactants needed to synthesize it. The reactants are: [C:1]1([CH:7]2[CH2:12][CH2:11][NH:10][CH2:9][CH2:8]2)[CH:6]=[CH:5][CH:4]=[CH:3][CH:2]=1.[C:13]([O:17][C:18]([N:20]1[CH2:24][CH2:23][C:22](=O)[CH2:21]1)=[O:19])([CH3:16])([CH3:15])[CH3:14].[BH-](OC(C)=O)(OC(C)=O)OC(C)=O.[Na+]. (3) The reactants are: [Br:1][C:2]1[CH:7]=[CH:6][C:5]([S:8](Cl)(=[O:10])=[O:9])=[C:4](F)[C:3]=1[CH:13]([F:15])[F:14].[Cl:16]C1C([N+]([O-])=O)=CC=CC=1C=O.[F:28][C:29]([F:34])([F:33])[C@@H:30]([NH2:32])[CH3:31]. Given the product [Br:1][C:2]1[CH:7]=[CH:6][C:5]([S:8]([NH:32][C@@H:30]([CH3:31])[C:29]([F:34])([F:33])[F:28])(=[O:10])=[O:9])=[C:4]([Cl:16])[C:3]=1[CH:13]([F:15])[F:14], predict the reactants needed to synthesize it. (4) The reactants are: [Cl:1][CH2:2][CH2:3][CH2:4][CH2:5][CH:6]([N:13]1[CH:17]=[N:16][CH:15]=[N:14]1)[C:7](=[O:12])[C:8]([CH3:11])([CH3:10])[CH3:9].[BH4-].C([N+](CCCC)(CCCC)CCCC)CCC.[NH4+].[Cl-]. Given the product [Cl:1][CH2:2][CH2:3][CH2:4][CH2:5][CH:6]([N:13]1[CH:17]=[N:16][CH:15]=[N:14]1)[CH:7]([OH:12])[C:8]([CH3:11])([CH3:9])[CH3:10], predict the reactants needed to synthesize it. (5) The reactants are: [CH3:1][O:2][C:3]1[CH:4]=[C:5]2[C:10](=[CH:11][CH:12]=1)[N:9]=[CH:8][C:7]([N+:13]([O-])=O)=[CH:6]2.[H][H]. Given the product [CH3:1][O:2][C:3]1[CH:4]=[C:5]2[C:10](=[CH:11][CH:12]=1)[N:9]=[CH:8][C:7]([NH2:13])=[CH:6]2, predict the reactants needed to synthesize it. (6) Given the product [Cl:1][C:2]1[C:7]([O:8][CH3:9])=[CH:6][C:5]([O:10][CH3:11])=[C:4]([Cl:12])[C:3]=1[C:13]1[C:24](=[O:25])[N:23]([CH2:26][CH2:27][N:28]2[CH2:33][CH2:32][NH:31][CH2:30][CH2:29]2)[C:16]2[N:17]=[C:18]([NH:21][CH3:22])[N:19]=[CH:20][C:15]=2[CH:14]=1, predict the reactants needed to synthesize it. The reactants are: [Cl:1][C:2]1[C:7]([O:8][CH3:9])=[CH:6][C:5]([O:10][CH3:11])=[C:4]([Cl:12])[C:3]=1[C:13]1[C:24](=[O:25])[N:23]([CH2:26][CH2:27][N:28]2[CH2:33][CH2:32][N:31](C(OC(C)(C)C)=O)[CH2:30][CH2:29]2)[C:16]2[N:17]=[C:18]([NH:21][CH3:22])[N:19]=[CH:20][C:15]=2[CH:14]=1.FC(F)(F)C(O)=O.C([O-])(O)=O.[Na+]. (7) Given the product [O:18]1[CH:22]2[C:2]3[C:3]4[C:8]([C:9]5[C:14]([C:15]=3[CH:19]1[CH:20]=[CH:21]2)=[CH:13][CH:12]=[CH:11][CH:10]=5)=[CH:7][CH:6]=[CH:5][CH:4]=4, predict the reactants needed to synthesize it. The reactants are: Br[C:2]1[C:3]2[C:8]([C:9]3[CH:10]=[CH:11][CH:12]=[CH:13][C:14]=3[CH:15]=1)=[CH:7][CH:6]=[CH:5][CH:4]=2.[NH2-].[Na+].[O:18]1[CH:22]=[CH:21][CH:20]=[CH:19]1. (8) Given the product [C:1]([C:3]1[CH:4]=[C:5]([CH:28]=[CH:29][CH:30]=1)[O:6][C:7]1[N:12]=[C:11]([O:13][C:14]2[CH:15]=[C:41]([CH:20]=[CH:21][C:22]=2[O:23][CH3:24])[C:42]([N:38]([CH3:31])[CH3:39])=[O:46])[C:10]([F:25])=[C:9]([CH3:26])[C:8]=1[F:27])#[N:2], predict the reactants needed to synthesize it. The reactants are: [C:1]([C:3]1[CH:4]=[C:5]([CH:28]=[CH:29][CH:30]=1)[O:6][C:7]1[N:12]=[C:11]([O:13][C:14]2[CH:15]=C([CH:20]=[CH:21][C:22]=2[O:23][CH3:24])C(O)=O)[C:10]([F:25])=[C:9]([CH3:26])[C:8]=1[F:27])#[N:2].[C:31]([N:38]1[CH:42]=[CH:41]N=[CH:39]1)(N1C=CN=C1)=O.CNC.[O:46]1CCCC1.